Dataset: Reaction yield outcomes from USPTO patents with 853,638 reactions. Task: Predict the reaction yield, written as a fraction of the theoretical maximum amount of product (1.0 means a 100% yield; for example, 0.34 means a 34% yield). (1) The reactants are [Cl:1][C:2]1[CH:3]=[C:4]([C:8]#[C:9][CH:10]([N:13]2[CH2:18][CH2:17][NH:16][CH2:15][CH2:14]2)[CH2:11][CH3:12])[CH:5]=[CH:6][CH:7]=1.C(N(CC)CC)C.Cl[C:27]([O:29][CH2:30][C:31]1[CH:36]=[CH:35][CH:34]=[CH:33][CH:32]=1)=[O:28]. The catalyst is C(Cl)Cl. The product is [CH2:30]([O:29][C:27]([N:16]1[CH2:15][CH2:14][N:13]([CH:10]([CH2:11][CH3:12])[C:9]#[C:8][C:4]2[CH:5]=[CH:6][CH:7]=[C:2]([Cl:1])[CH:3]=2)[CH2:18][CH2:17]1)=[O:28])[C:31]1[CH:36]=[CH:35][CH:34]=[CH:33][CH:32]=1. The yield is 0.430. (2) The reactants are Br[CH2:2][C:3](=O)[CH2:4][C:5]1[CH:10]=[CH:9][C:8]([N+:11]([O-:13])=[O:12])=[CH:7][CH:6]=1.[C:15]([NH2:18])(=[S:17])[CH3:16]. The catalyst is C(O)C. The product is [CH3:16][C:15]1[S:17][CH:2]=[C:3]([CH2:4][C:5]2[CH:10]=[CH:9][C:8]([N+:11]([O-:13])=[O:12])=[CH:7][CH:6]=2)[N:18]=1. The yield is 0.790. (3) The product is [CH3:34][N:33]1[C:32]2[CH:35]=[CH:36][CH:37]=[CH:38][C:31]=2[N:30]=[C:29]1[CH2:28][N:11]([CH:9]1[C:10]2[N:1]=[CH:2][CH:3]=[CH:4][C:5]=2[CH2:6][CH2:7][CH2:8]1)[CH2:12][CH2:13][CH2:14][CH2:15][N:16]1[C:24](=[O:25])[C:23]2[C:18](=[CH:19][CH:20]=[CH:21][CH:22]=2)[C:17]1=[O:26]. The reactants are [N:1]1[C:10]2[C@@H:9]([NH:11][CH2:12][CH2:13][CH2:14][CH2:15][N:16]3[C:24](=[O:25])[C:23]4[C:18](=[CH:19][CH:20]=[CH:21][CH:22]=4)[C:17]3=[O:26])[CH2:8][CH2:7][CH2:6][C:5]=2[CH:4]=[CH:3][CH:2]=1.Cl[CH2:28][C:29]1[N:33]([CH3:34])[C:32]2[CH:35]=[CH:36][CH:37]=[CH:38][C:31]=2[N:30]=1.CNC1C=CC=CC=1N.ClCC(O)=O.C(N(C(C)C)CC)(C)C.[I-].[K+]. The catalyst is C(#N)C. The yield is 0.770. (4) The reactants are [Cl:1][C:2]1[N:3]=[C:4]([CH:16]2[C:24]3[C:19](=[CH:20][CH:21]=[C:22]([C:25]([F:28])([F:27])[F:26])[CH:23]=3)[NH:18][C:17]2=[O:29])[C:5]2[C:6](=[N:8][N:9]([CH:11]3[CH2:15][CH2:14][CH2:13][CH2:12]3)[CH:10]=2)[N:7]=1.C([NH:37][CH2:38][CH2:39][NH2:40])(OC(C)(C)C)=O. The catalyst is C(O)C. The product is [ClH:1].[NH2:37][CH2:38][CH2:39][NH:40][C:2]1[N:3]=[C:4]([CH:16]2[C:24]3[C:19](=[CH:20][CH:21]=[C:22]([C:25]([F:27])([F:26])[F:28])[CH:23]=3)[NH:18][C:17]2=[O:29])[C:5]2[C:6](=[N:8][N:9]([CH:11]3[CH2:15][CH2:14][CH2:13][CH2:12]3)[CH:10]=2)[N:7]=1. The yield is 0.680. (5) The reactants are Br[C:2]1[CH:3]=[CH:4][C:5]2[N:6]([C:15]3[CH:16]=[C:17]([C:27]4[CH:32]=[CH:31][CH:30]=[CH:29][CH:28]=4)[CH:18]=[C:19]([C:21]4[CH:26]=[CH:25][CH:24]=[CH:23][CH:22]=4)[CH:20]=3)[C:7]3[C:12]([C:13]=2[CH:14]=1)=[CH:11][CH:10]=[CH:9][CH:8]=3.[B:42]1([B:42]2[O:46][C:45]([CH3:48])([CH3:47])[C:44]([CH3:50])([CH3:49])[O:43]2)[O:46][C:45]([CH3:48])([CH3:47])[C:44]([CH3:50])([CH3:49])[O:43]1.C([O-])(=O)C.[K+].C(OCC)(=O)C. The product is [C:21]1([C:19]2[CH:20]=[C:15]([N:6]3[C:5]4[CH:4]=[CH:3][C:2]([B:42]5[O:43][C:44]([CH3:49])([CH3:50])[C:45]([CH3:47])([CH3:48])[O:46]5)=[CH:14][C:13]=4[C:12]4[C:7]3=[CH:8][CH:9]=[CH:10][CH:11]=4)[CH:16]=[C:17]([C:27]3[CH:32]=[CH:31][CH:30]=[CH:29][CH:28]=3)[CH:18]=2)[CH:22]=[CH:23][CH:24]=[CH:25][CH:26]=1. The yield is 0.910. The catalyst is O1CCOCC1.C1(P(C2C=CC=CC=2)[C-]2C=CC=C2)C=CC=CC=1.[C-]1(P(C2C=CC=CC=2)C2C=CC=CC=2)C=CC=C1.[Fe+2].C([O-])(=O)C.[Pd+2].C([O-])(=O)C. (6) The reactants are C([O:3][C:4](=O)[C:5]1[CH:10]=[C:9]([N+:11]([O-])=O)[C:8]([S:14][CH2:15][C:16](OCC)=[O:17])=[CH:7][C:6]=1[F:21])C.C(OC(=O)C1C=C([N+]([O-])=O)C(F)=CC=1F)C.CCN(CC)CC.SCC(OCC)=O. The catalyst is C(Cl)Cl. The product is [F:21][C:6]1[C:5]([CH:4]=[O:3])=[CH:10][C:9]2[NH:11][C:16](=[O:17])[CH2:15][S:14][C:8]=2[CH:7]=1. The yield is 0.960.